This data is from Forward reaction prediction with 1.9M reactions from USPTO patents (1976-2016). The task is: Predict the product of the given reaction. (1) Given the reactants [F:1][C:2]1[CH:27]=[C:26]([N+:28]([O-])=O)[CH:25]=[CH:24][C:3]=1[O:4][C:5]1[CH:10]=[CH:9][N:8]=[C:7]2[CH:11]=[C:12]([C:14]3[CH:15]=[C:16]([CH2:20][N:21]([CH3:23])[CH3:22])[CH:17]=[CH:18][CH:19]=3)[S:13][C:6]=12.NC1C=CC(OC2C=CN=C3C=C(C(N4CCCC4)=O)SC=23)=C(F)C=1, predict the reaction product. The product is: [CH3:23][N:21]([CH2:20][C:16]1[CH:15]=[C:14]([C:12]2[S:13][C:6]3[C:7](=[N:8][CH:9]=[CH:10][C:5]=3[O:4][C:3]3[CH:24]=[CH:25][C:26]([NH2:28])=[CH:27][C:2]=3[F:1])[CH:11]=2)[CH:19]=[CH:18][CH:17]=1)[CH3:22]. (2) Given the reactants C(OC(=O)[NH:7][C:8]1[CH:13]=[C:12]([O:14][CH2:15][C:16]([F:19])([F:18])[F:17])[C:11]([C:20]([F:23])([F:22])[F:21])=[CH:10][C:9]=1[NH:24][C:25](=[O:41])[CH2:26][C:27](=O)[C:28]1[CH:33]=[CH:32][CH:31]=[C:30]([C:34]2[CH:39]=[CH:38][N:37]=[CH:36][CH:35]=2)[CH:29]=1)(C)(C)C.C(O)(C(F)(F)F)=O, predict the reaction product. The product is: [N:37]1[CH:36]=[CH:35][C:34]([C:30]2[CH:29]=[C:28]([C:27]3[CH2:26][C:25](=[O:41])[NH:24][C:9]4[CH:10]=[C:11]([C:20]([F:23])([F:21])[F:22])[C:12]([O:14][CH2:15][C:16]([F:19])([F:17])[F:18])=[CH:13][C:8]=4[N:7]=3)[CH:33]=[CH:32][CH:31]=2)=[CH:39][CH:38]=1. (3) Given the reactants C([O:3][C:4](=[O:32])[CH2:5][NH:6][C:7](=[O:31])[CH:8]([NH:21][C:22](=[O:30])[C:23]1[CH:28]=[CH:27][C:26]([Cl:29])=[CH:25][CH:24]=1)[CH2:9][C:10]1[C:19]2[C:14](=[CH:15][CH:16]=[CH:17][CH:18]=2)[NH:13][C:12](=[O:20])[CH:11]=1)C.FC(F)(F)C(O)=O.O, predict the reaction product. The product is: [Cl:29][C:26]1[CH:25]=[CH:24][C:23]([C:22]([NH:21][CH:8]([CH2:9][C:10]2[C:19]3[C:14](=[CH:15][CH:16]=[CH:17][CH:18]=3)[NH:13][C:12](=[O:20])[CH:11]=2)[C:7]([NH:6][CH2:5][C:4]([OH:32])=[O:3])=[O:31])=[O:30])=[CH:28][CH:27]=1. (4) Given the reactants [N:1]1[CH:6]=[CH:5][CH:4]=[C:3]([CH2:7][NH:8][C:9]([C:11]2[N:20]3[C:14]([CH2:15][N:16]([C:25]([C:27]4[CH:32]=[CH:31][C:30]([C:33]5[C:34]([C:39]([OH:41])=O)=[CH:35][CH:36]=[CH:37][CH:38]=5)=[CH:29][CH:28]=4)=[O:26])[C:17]4[CH:24]=[CH:23][CH:22]=[CH:21][C:18]=4[CH2:19]3)=[CH:13][CH:12]=2)=[O:10])[CH:2]=1.[CH3:42][NH:43][CH3:44].O1CCCC1, predict the reaction product. The product is: [CH3:42][N:43]([CH3:44])[C:39]([C:34]1[CH:35]=[CH:36][CH:37]=[CH:38][C:33]=1[C:30]1[CH:29]=[CH:28][C:27]([C:25]([N:16]2[C:17]3[CH:24]=[CH:23][CH:22]=[CH:21][C:18]=3[CH2:19][N:20]3[C:11]([C:9]([NH:8][CH2:7][C:3]4[CH:2]=[N:1][CH:6]=[CH:5][CH:4]=4)=[O:10])=[CH:12][CH:13]=[C:14]3[CH2:15]2)=[O:26])=[CH:32][CH:31]=1)=[O:41]. (5) Given the reactants [Cl:1][C:2]1[CH:3]=[C:4]([CH2:8][S:9]([NH:12][C:13]2[C:18]([O:19]C)=[N:17][C:16]([S:21]([CH2:24][CH3:25])(=[O:23])=[O:22])=[CH:15][N:14]=2)(=[O:11])=[O:10])[CH:5]=[CH:6][CH:7]=1.B(Br)(Br)Br, predict the reaction product. The product is: [Cl:1][C:2]1[CH:3]=[C:4]([CH2:8][S:9]([NH:12][C:13]2[C:18]([OH:19])=[N:17][C:16]([S:21]([CH2:24][CH3:25])(=[O:23])=[O:22])=[CH:15][N:14]=2)(=[O:10])=[O:11])[CH:5]=[CH:6][CH:7]=1.